Dataset: Peptide-MHC class I binding affinity with 185,985 pairs from IEDB/IMGT. Task: Regression. Given a peptide amino acid sequence and an MHC pseudo amino acid sequence, predict their binding affinity value. This is MHC class I binding data. (1) The peptide sequence is IHAEFQASL. The MHC is HLA-A26:01 with pseudo-sequence HLA-A26:01. The binding affinity (normalized) is 0.0847. (2) The peptide sequence is DLLKNYMQL. The MHC is Mamu-B8701 with pseudo-sequence Mamu-B8701. The binding affinity (normalized) is 0.0369. (3) The peptide sequence is ITLWQRPLV. The MHC is HLA-A74:01 with pseudo-sequence HLA-A74:01. The binding affinity (normalized) is 0.0847. (4) The peptide sequence is GSGDDTWLI. The MHC is HLA-A02:11 with pseudo-sequence HLA-A02:11. The binding affinity (normalized) is 0.0847. (5) The peptide sequence is LYDYKENRF. The MHC is HLA-B39:01 with pseudo-sequence HLA-B39:01. The binding affinity (normalized) is 0.0847.